Predict the product of the given reaction. From a dataset of Forward reaction prediction with 1.9M reactions from USPTO patents (1976-2016). (1) Given the reactants [CH3:1][S:2][C:3]1[S:7][C:6]2=[N:8][C:9]([C:11](Cl)=[O:12])=[CH:10][N:5]2[N:4]=1.[NH2:14][C:15]1[C:20]([OH:21])=[CH:19][C:18]([O:22][CH3:23])=[CH:17][C:16]=1[OH:24].C(N(CC)CC)C, predict the reaction product. The product is: [OH:24][C:16]1[CH:17]=[C:18]([O:22][CH3:23])[CH:19]=[C:20]([OH:21])[C:15]=1[NH:14][C:11]([C:9]1[N:8]=[C:6]2[N:5]([CH:10]=1)[N:4]=[C:3]([S:2][CH3:1])[S:7]2)=[O:12]. (2) Given the reactants [CH3:1][N:2]1[CH:6]=[C:5]([C:7]2[CH:8]=[C:9]3[C:14](=[CH:15][CH:16]=2)[N:13]([C:17]2[C:21]4[CH2:22][N:23]([C:26](=[O:28])[CH3:27])[CH2:24][CH2:25][C:20]=4[NH:19][N:18]=2)[CH2:12][CH2:11][CH2:10]3)[CH:4]=[N:3]1.N1(C2CCCCCCCCCC2)CCCN=CCCCCC1.[S:51]1(=[O:57])(=[O:56])[CH:55]=[CH:54][CH2:53][CH2:52]1.O, predict the reaction product. The product is: [O:56]=[S:51]1(=[O:57])[CH2:55][CH2:54][CH:53]([N:19]2[C:20]3[CH2:25][CH2:24][N:23]([C:26](=[O:28])[CH3:27])[CH2:22][C:21]=3[C:17]([N:13]3[C:14]4[C:9](=[CH:8][C:7]([C:5]5[CH:4]=[N:3][N:2]([CH3:1])[CH:6]=5)=[CH:16][CH:15]=4)[CH2:10][CH2:11][CH2:12]3)=[N:18]2)[CH2:52]1. (3) Given the reactants C(OC(=O)[NH:7][CH2:8][C:9]1[N:10]=[N:11][N:12]([C:14]2[CH:19]=[CH:18][C:17]([C:20]#[C:21][C:22]#[N:23])=[CH:16][CH:15]=2)[CH:13]=1)(C)(C)C.[C:25]([OH:31])([C:27]([F:30])([F:29])[F:28])=[O:26], predict the reaction product. The product is: [F:28][C:27]([F:30])([F:29])[C:25]([O-:31])=[O:26].[C:22]([C:21]#[C:20][C:17]1[CH:18]=[CH:19][C:14]([N:12]2[CH:13]=[C:9]([CH2:8][NH3+:7])[N:10]=[N:11]2)=[CH:15][CH:16]=1)#[N:23]. (4) Given the reactants Cl[C:2](OC1C=CC([N+]([O-])=O)=CC=1)=[O:3].[NH2:14][C:15]1[C:16]([Cl:21])=[N:17][CH:18]=[CH:19][CH:20]=1.N1C=CC=CC=1.Cl.[NH2:29][C:30]([CH3:37])([CH3:36])[C:31]([O:33][CH2:34][CH3:35])=[O:32].C(N(CC)C(C)C)(C)C, predict the reaction product. The product is: [Cl:21][C:16]1[C:15]([NH:14][C:2](=[O:3])[NH:29][C:30]([CH3:37])([CH3:36])[C:31]([O:33][CH2:34][CH3:35])=[O:32])=[CH:20][CH:19]=[CH:18][N:17]=1. (5) Given the reactants [C:1]([O:5][C:6]([NH:8][CH:9]([CH2:23][C:24]1[CH:29]=[CH:28][CH:27]=[CH:26][CH:25]=1)[CH2:10][O:11][CH2:12][C:13]1[CH:22]=[CH:21][CH:20]=[CH:19][C:14]=1[C:15]([O:17]C)=[O:16])=[O:7])([CH3:4])([CH3:3])[CH3:2].Cl, predict the reaction product. The product is: [C:1]([O:5][C:6]([NH:8][CH:9]([CH2:23][C:24]1[CH:29]=[CH:28][CH:27]=[CH:26][CH:25]=1)[CH2:10][O:11][CH2:12][C:13]1[CH:22]=[CH:21][CH:20]=[CH:19][C:14]=1[C:15]([OH:17])=[O:16])=[O:7])([CH3:4])([CH3:2])[CH3:3]. (6) Given the reactants [NH2:1][CH2:2][C:3]1[N:7]=[C:6]([C@H:8]([CH2:17][CH2:18][CH2:19][CH:20]2[CH2:25][CH2:24][CH2:23][CH2:22][CH2:21]2)[CH2:9][C:10]([O:12][C:13]([CH3:16])([CH3:15])[CH3:14])=[O:11])[O:5][N:4]=1.N1C(C)=CC=CC=1C.[CH:34]([S:37](Cl)(=[O:39])=[O:38])([CH3:36])[CH3:35], predict the reaction product. The product is: [CH:20]1([CH2:19][CH2:18][CH2:17][C@@H:8]([C:6]2[O:5][N:4]=[C:3]([CH2:2][NH:1][S:37]([CH:34]([CH3:36])[CH3:35])(=[O:39])=[O:38])[N:7]=2)[CH2:9][C:10]([O:12][C:13]([CH3:15])([CH3:16])[CH3:14])=[O:11])[CH2:21][CH2:22][CH2:23][CH2:24][CH2:25]1.